The task is: Predict the reaction yield, written as a fraction of the theoretical maximum amount of product (1.0 means a 100% yield; for example, 0.34 means a 34% yield).. This data is from Reaction yield outcomes from USPTO patents with 853,638 reactions. (1) The reactants are [CH3:1][O:2][C:3]1[CH:4]=[C:5]([C:11]([C:13]2[CH:18]=[CH:17][C:16]([O:19][CH3:20])=[C:15]([O:21][CH3:22])[C:14]=2[O:23][CH3:24])=O)[CH:6]=[C:7]([O:9][CH3:10])[CH:8]=1.C(OP([CH2:33][C:34]#[N:35])(=O)OCC)C.C[Si]([N-][Si](C)(C)C)(C)C.[Li+].O1C2C=CC(C(C3C=C(OC)C=C(OC)C=3)=CC#N)=CC=2OCC1. The catalyst is C1COCC1. The product is [CH3:1][O:2][C:3]1[CH:4]=[C:5]([C:11]([C:13]2[CH:18]=[CH:17][C:16]([O:19][CH3:20])=[C:15]([O:21][CH3:22])[C:14]=2[O:23][CH3:24])=[CH:33][C:34]#[N:35])[CH:6]=[C:7]([O:9][CH3:10])[CH:8]=1. The yield is 0.980. (2) The reactants are [CH2:1]([O:3][C:4]([C:6]1[N:7]=[C:8](Cl)[O:9][CH:10]=1)=[O:5])[CH3:2].[C:12]([O:16][C:17]([N:19]1[CH2:24][CH2:23][CH:22]([C:25]#[CH:26])[CH2:21][CH2:20]1)=[O:18])([CH3:15])([CH3:14])[CH3:13].CCN(CC)CC.CN(C=O)C. The catalyst is C1C=CC(P(C2C=CC=CC=2)C2C=CC=CC=2)=CC=1.C1C=CC(P(C2C=CC=CC=2)C2C=CC=CC=2)=CC=1.Cl[Pd]Cl.[Cu]I.CCOC(C)=O.CCCCCC. The product is [C:12]([O:16][C:17]([N:19]1[CH2:24][CH2:23][CH:22]([C:25]#[C:26][C:8]2[O:9][CH:10]=[C:6]([C:4]([O:3][CH2:1][CH3:2])=[O:5])[N:7]=2)[CH2:21][CH2:20]1)=[O:18])([CH3:15])([CH3:14])[CH3:13]. The yield is 0.600. (3) The reactants are [B:1](OC(C)C)([O:6]C(C)C)[O:2]C(C)C.[CH3:14][O:15][C:16]1[CH:17]=[C:18](Br)[CH:19]=[N:20][CH:21]=1.[Li]CCCC.Cl. The catalyst is C1(C)C=CC=CC=1.O1CCCC1. The product is [CH3:14][O:15][C:16]1[CH:17]=[C:18]([B:1]([OH:6])[OH:2])[CH:19]=[N:20][CH:21]=1. The yield is 0.940. (4) The reactants are O.[NH2:2][NH2:3].[N:4]1[CH:9]=[CH:8][C:7]([CH2:10][CH2:11][CH2:12][NH:13][C:14]([C:16]2[S:20][C:19]([C:21]([O:23]C)=O)=[CH:18][CH:17]=2)=[O:15])=[CH:6][CH:5]=1. The catalyst is CO. The product is [N:4]1[CH:9]=[CH:8][C:7]([CH2:10][CH2:11][CH2:12][NH:13][C:14]([C:16]2[S:20][C:19]([C:21]([NH:2][NH2:3])=[O:23])=[CH:18][CH:17]=2)=[O:15])=[CH:6][CH:5]=1. The yield is 0.610. (5) The reactants are [O:1]1[C:5]2[CH:6]=[CH:7][C:8]([C:10]3([CH2:25][C:26]([O:28]C)=[O:27])[C:18]4[C:13](=[CH:14][CH:15]=[CH:16][CH:17]=4)[N:12]([CH2:19][CH2:20][CH2:21][CH2:22][CH3:23])[C:11]3=[O:24])=[CH:9][C:4]=2[O:3][CH2:2]1.O.[OH-].[Li+]. The catalyst is C1COCC1.O. The product is [O:1]1[C:5]2[CH:6]=[CH:7][C:8]([C:10]3([CH2:25][C:26]([OH:28])=[O:27])[C:18]4[C:13](=[CH:14][CH:15]=[CH:16][CH:17]=4)[N:12]([CH2:19][CH2:20][CH2:21][CH2:22][CH3:23])[C:11]3=[O:24])=[CH:9][C:4]=2[O:3][CH2:2]1. The yield is 0.880. (6) The reactants are [Br:1][C:2]1[CH:3]=[CH:4][C:5]2[N:6]([CH2:16][CH:17](O)[CH2:18][N:19]([C:32]3[CH:37]=[CH:36][CH:35]=[C:34]([O:38][CH3:39])[CH:33]=3)[S:20]([C:23]3[CH:28]=[CH:27][C:26]([N+:29]([O-:31])=[O:30])=[CH:25][CH:24]=3)(=[O:22])=[O:21])[C:7]3[C:12]([C:13]=2[CH:14]=1)=[CH:11][C:10]([Br:15])=[CH:9][CH:8]=3.C(N(S(F)(F)[F:47])CC)C. No catalyst specified. The product is [Br:1][C:2]1[CH:3]=[CH:4][C:5]2[N:6]([CH2:16][CH:17]([F:47])[CH2:18][N:19]([C:32]3[CH:37]=[CH:36][CH:35]=[C:34]([O:38][CH3:39])[CH:33]=3)[S:20]([C:23]3[CH:28]=[CH:27][C:26]([N+:29]([O-:31])=[O:30])=[CH:25][CH:24]=3)(=[O:22])=[O:21])[C:7]3[C:12]([C:13]=2[CH:14]=1)=[CH:11][C:10]([Br:15])=[CH:9][CH:8]=3. The yield is 1.00. (7) The reactants are C(N(CC)CC)C.[OH:8][CH2:9][CH:10]1[CH2:15][CH2:14][CH2:13][NH:12][CH2:11]1.[C:16](=O)([O:22]C(C)(C)C)[O:17][C:18]([CH3:21])([CH3:20])[CH3:19]. The catalyst is O1CCCC1. The product is [OH:8][CH2:9][CH:10]1[CH2:15][CH2:14][CH2:13][N:12]([C:16]([O:17][C:18]([CH3:21])([CH3:20])[CH3:19])=[O:22])[CH2:11]1. The yield is 1.00. (8) The catalyst is Cl.O. The product is [Cl:1][C:2]1[CH:3]=[C:4]([CH:8]2[C:14]3[CH:15]=[C:16]([CH:19]([C:26]4[CH:31]=[CH:30][C:29]([Cl:32])=[CH:28][CH:27]=4)[C:20]4[N:24]([CH3:25])[CH:23]=[N:22][CH:21]=4)[CH:17]=[CH:18][C:13]=3[N:12]3[N:35]=[N:34][N:33]=[C:11]3[CH2:10][S:9]2)[CH:5]=[CH:6][CH:7]=1. The reactants are [Cl:1][C:2]1[CH:3]=[C:4]([CH:8]2[C:14]3[CH:15]=[C:16]([CH:19]([C:26]4[CH:31]=[CH:30][C:29]([Cl:32])=[CH:28][CH:27]=4)[C:20]4[N:24]([CH3:25])[CH:23]=[N:22][CH:21]=4)[CH:17]=[CH:18][C:13]=3[N:12]=[C:11]([NH:33][NH2:34])[CH2:10][S:9]2)[CH:5]=[CH:6][CH:7]=1.[N:35]([O-])=O.[Na+].C([O-])([O-])=O.[K+].[K+]. The yield is 0.189. (9) The reactants are C([O:8][C:9]1[N:14]=[C:13]([CH3:15])[C:12]([N:16]2[C:24]3[CH:23]=[CH:22][C:21]([F:25])=[CH:20][C:19]=3[C:18]3[N:26]([CH:29]4[CH2:34][CH2:33][CH2:32][CH2:31][O:30]4)[N:27]=[CH:28][C:17]2=3)=[CH:11][CH:10]=1)C1C=CC=CC=1. The catalyst is CO.C1COCC1.[Pd]. The product is [F:25][C:21]1[CH:22]=[CH:23][C:24]2[N:16]([C:12]3[CH:11]=[CH:10][C:9](=[O:8])[NH:14][C:13]=3[CH3:15])[C:17]3[CH:28]=[N:27][N:26]([CH:29]4[CH2:34][CH2:33][CH2:32][CH2:31][O:30]4)[C:18]=3[C:19]=2[CH:20]=1. The yield is 0.770.